Dataset: Reaction yield outcomes from USPTO patents with 853,638 reactions. Task: Predict the reaction yield, written as a fraction of the theoretical maximum amount of product (1.0 means a 100% yield; for example, 0.34 means a 34% yield). (1) The reactants are N[CH2:2][C:3]([C:5]1[CH:10]=[CH:9][C:8]([N+:11]([O-:13])=[O:12])=[CH:7][CH:6]=1)=[O:4].C=O.[C:16]([BH3-])#[N:17].[Na+].[C:20](O)(=O)C. The catalyst is CO. The product is [CH3:20][N:17]([CH3:16])[CH2:2][CH:3]([C:5]1[CH:10]=[CH:9][C:8]([N+:11]([O-:13])=[O:12])=[CH:7][CH:6]=1)[OH:4]. The yield is 0.340. (2) The reactants are Br[C:2]1[C:3]([NH:9][C:10](=[O:18])[NH:11][CH2:12][C:13]([O:15]CC)=O)=[N:4][CH:5]=[C:6](Br)[N:7]=1.BrC1[C:21]([NH2:27])=[N:22][CH:23]=[C:24](Br)N=1.C(N1[CH:39]=[CH:38]N=C1)(N1C=CN=C1)=O.[CH:40](N(C(C)C)CC)([CH3:42])[CH3:41].Cl.[CH2:50]([O:52][C:53](=O)[CH2:54][NH2:55])[CH3:51].C[N:58](C)C=O. The catalyst is O.O1CCOCC1. The product is [N:24]1[N:58]=[C:21]([C:27]2[CH:39]=[CH:38][C:42]([C:6]3[N:7]=[C:2]4[N:11]([CH2:12][C:13]([N:55]5[CH2:54][CH2:53][O:52][CH2:50][CH2:51]5)=[O:15])[C:10](=[O:18])[NH:9][C:3]4=[N:4][CH:5]=3)=[CH:40][CH:41]=2)[NH:22][CH:23]=1. The yield is 0.680. (3) The reactants are [Cl-].O[NH3+:3].[C:4](=[O:7])([O-])[OH:5].[Na+].CS(C)=O.[CH2:13]([C:17]1[N:18]=[C:19]([CH3:47])[N:20]([C:39]2[CH:44]=[CH:43][C:42]([CH3:45])=[C:41]([CH3:46])[CH:40]=2)[C:21](=[O:38])[C:22]=1[CH2:23][C:24]1[CH:29]=[CH:28][C:27]([C:30]2[C:31]([C:36]#[N:37])=[CH:32][CH:33]=[CH:34][CH:35]=2)=[CH:26][CH:25]=1)[CH2:14][CH2:15][CH3:16]. The catalyst is O.C(OCC)(=O)C. The product is [CH2:13]([C:17]1[N:18]=[C:19]([CH3:47])[N:20]([C:39]2[CH:44]=[CH:43][C:42]([CH3:45])=[C:41]([CH3:46])[CH:40]=2)[C:21](=[O:38])[C:22]=1[CH2:23][C:24]1[CH:25]=[CH:26][C:27]([C:30]2[CH:35]=[CH:34][CH:33]=[CH:32][C:31]=2[C:36]2[NH:3][C:4](=[O:7])[O:5][N:37]=2)=[CH:28][CH:29]=1)[CH2:14][CH2:15][CH3:16]. The yield is 0.710. (4) The yield is 0.810. The product is [CH2:28]([C:9]1[CH:8]=[C:7]([CH:12]=[CH:11][C:10]=1[O:13][CH2:14][CH2:15][C:16]1[N:17]=[C:18]([C:22]2[CH:23]=[CH:24][CH:25]=[CH:26][CH:27]=2)[O:19][C:20]=1[CH3:21])[O:6][CH2:5][C:4]([OH:30])=[O:3])[CH3:29]. The catalyst is C(O)C. The reactants are C([O:3][C:4](=[O:30])[CH2:5][O:6][C:7]1[CH:12]=[CH:11][C:10]([O:13][CH2:14][CH2:15][C:16]2[N:17]=[C:18]([C:22]3[CH:27]=[CH:26][CH:25]=[CH:24][CH:23]=3)[O:19][C:20]=2[CH3:21])=[C:9]([CH2:28][CH3:29])[CH:8]=1)C.[OH-].[Na+]. (5) The reactants are [C:1]([O:4][CH2:5][C:6]1[CH:7]=[C:8]([F:25])[C:9]([C:13](=[O:24])[C:14]2[CH:19]=[CH:18][C:17]([O:20][CH2:21][CH2:22][CH3:23])=[CH:16][CH:15]=2)=[C:10]([OH:12])[CH:11]=1)(=[O:3])[CH3:2].[BH4-].[Na+].[Cl-].[NH4+]. The catalyst is CO. The product is [C:1]([O:4][CH2:5][C:6]1[CH:7]=[C:8]([F:25])[C:9]([CH:13]([OH:24])[C:14]2[CH:19]=[CH:18][C:17]([O:20][CH2:21][CH2:22][CH3:23])=[CH:16][CH:15]=2)=[C:10]([OH:12])[CH:11]=1)(=[O:3])[CH3:2]. The yield is 0.920. (6) The reactants are [I:1]Cl.ClCCl.[Cl:6][C:7]1[N:8]=[C:9]2[CH:15]=[CH:14][NH:13][C:10]2=[N:11][CH:12]=1. The catalyst is CN1CCCC1=O.N1C=CC=CC=1. The product is [Cl:6][C:7]1[N:8]=[C:9]2[C:15]([I:1])=[CH:14][NH:13][C:10]2=[N:11][CH:12]=1. The yield is 0.750. (7) The reactants are [S:1]([NH:11][C:12]1[N:17]2[C:18]3[N:24]=[CH:23][CH:22]=[CH:21][C:19]=3[CH:20]=[C:16]2[CH:15]=[CH:14][N:13]=1)([C:4]1[CH:10]=[CH:9][C:7]([CH3:8])=[CH:6][CH:5]=1)(=[O:3])=[O:2].[I:25]N1C(=O)CCC1=O. The catalyst is C(Cl)Cl. The product is [I:25][C:20]1[C:19]2[CH:21]=[CH:22][CH:23]=[N:24][C:18]=2[N:17]2[C:16]=1[CH:15]=[CH:14][N:13]=[C:12]2[NH:11][S:1]([C:4]1[CH:10]=[CH:9][C:7]([CH3:8])=[CH:6][CH:5]=1)(=[O:2])=[O:3]. The yield is 0.950.